Task: Predict the product of the given reaction.. Dataset: Forward reaction prediction with 1.9M reactions from USPTO patents (1976-2016) (1) Given the reactants [Br:1][C:2]1[NH:10][C:9]2[C:8](=[O:11])[NH:7][C:6](=[O:12])[N:5]([CH3:13])[C:4]=2[N:3]=1.CN(C=O)C.C(=O)([O-])[O-].[K+].[K+].Br[CH2:26][CH:27]=[C:28]([CH3:30])[CH3:29], predict the reaction product. The product is: [Br:1][C:2]1[N:10]([CH2:26][CH:27]=[C:28]([CH3:30])[CH3:29])[C:9]2[C:8](=[O:11])[NH:7][C:6](=[O:12])[N:5]([CH3:13])[C:4]=2[N:3]=1. (2) The product is: [NH2:1][CH2:4][CH:5]1[CH:9]([OH:10])[C:8]2[CH:11]=[C:12]([Br:16])[CH:13]=[C:14]([Cl:15])[C:7]=2[O:6]1. Given the reactants [N:1]([CH2:4][CH:5]1[CH:9]([OH:10])[C:8]2[CH:11]=[C:12]([Br:16])[CH:13]=[C:14]([Cl:15])[C:7]=2[O:6]1)=[N+]=[N-], predict the reaction product. (3) Given the reactants [CH3:1][O:2][C:3]1[CH:16]=[CH:15][C:6]([CH2:7][NH:8][C:9]2[CH:14]=[CH:13][CH:12]=[CH:11][CH:10]=2)=[CH:5][CH:4]=1.CC(C)([O-])C.[K+].Br[C:24]1[C:25]2[N:26]([CH:31]=[CH:32][N:33]=2)[N:27]=[C:28]([Cl:30])[CH:29]=1, predict the reaction product. The product is: [Cl:30][C:28]1[CH:29]=[C:24]([N:8]([CH2:7][C:6]2[CH:15]=[CH:16][C:3]([O:2][CH3:1])=[CH:4][CH:5]=2)[C:9]2[CH:14]=[CH:13][CH:12]=[CH:11][CH:10]=2)[C:25]2[N:26]([CH:31]=[CH:32][N:33]=2)[N:27]=1. (4) Given the reactants [CH2:1]([O:8][C:5]1[C:6](OC)=[CH:7][C:2]([C:1]([OH:8])=O)=[CH:3][C:4]=1OC)[C:2]1[CH:7]=[CH:6][CH:5]=[CH:4][CH:3]=1.C(N1C=CN=C1)([N:24]1C=CN=C1)=O.[OH-].[NH4+].Cl, predict the reaction product. The product is: [C:1]([NH2:24])(=[O:8])[C:2]1[CH:7]=[CH:6][CH:5]=[CH:4][CH:3]=1. (5) The product is: [Cl:1][C:2]1[N:3]=[CH:4][C:5]([S:8]([NH:17][C@@H:15]([CH3:16])[C:14]([F:19])([F:18])[F:13])(=[O:10])=[O:9])=[CH:6][CH:7]=1. Given the reactants [Cl:1][C:2]1[CH:7]=[CH:6][C:5]([S:8](Cl)(=[O:10])=[O:9])=[CH:4][N:3]=1.Cl.[F:13][C:14]([F:19])([F:18])[C@@H:15]([NH2:17])[CH3:16], predict the reaction product. (6) Given the reactants [F:1][C:2]1[CH:9]=[CH:8][C:5]([CH:6]=O)=[CH:4][CH:3]=1.[CH:10]1([C@@H:13]([NH2:15])[CH3:14])[CH2:12][CH2:11]1.C(O[BH-](OC(=O)C)OC(=O)C)(=O)C.[Na+], predict the reaction product. The product is: [CH:10]1([C@@H:13]([NH:15][CH2:6][C:5]2[CH:8]=[CH:9][C:2]([F:1])=[CH:3][CH:4]=2)[CH3:14])[CH2:12][CH2:11]1. (7) Given the reactants [CH2:1]([N:3]([CH2:40][CH3:41])[C:4]1[CH:5]=[CH:6][C:7]([NH:30][C:31](=[O:39])[C:32]2[CH:37]=[CH:36][CH:35]=[C:34](I)[CH:33]=2)=[C:8]([C:10]2[CH:11]=[C:12]([CH:27]=[CH:28][N:29]=2)[C:13]([NH:15][CH2:16][C:17]2[CH:22]=[CH:21][CH:20]=[C:19]([C:23]([F:26])([F:25])[F:24])[CH:18]=2)=[O:14])[CH:9]=1)[CH3:2].[CH2:42]([OH:57])[CH2:43][O:44][CH2:45][CH2:46][O:47][CH2:48][CH2:49][O:50][CH2:51][CH2:52][O:53][CH2:54][C:55]#[CH:56].CCN(CC)CC, predict the reaction product. The product is: [CH2:1]([N:3]([CH2:40][CH3:41])[C:4]1[CH:5]=[CH:6][C:7]([NH:30][C:31](=[O:39])[C:32]2[CH:37]=[CH:36][CH:35]=[C:34]([C:56]#[C:55][CH2:54][O:53][CH2:52][CH2:51][O:50][CH2:49][CH2:48][O:47][CH2:46][CH2:45][O:44][CH2:43][CH2:42][OH:57])[CH:33]=2)=[C:8]([C:10]2[CH:11]=[C:12]([CH:27]=[CH:28][N:29]=2)[C:13]([NH:15][CH2:16][C:17]2[CH:22]=[CH:21][CH:20]=[C:19]([C:23]([F:26])([F:25])[F:24])[CH:18]=2)=[O:14])[CH:9]=1)[CH3:2].